The task is: Predict the reactants needed to synthesize the given product.. This data is from Full USPTO retrosynthesis dataset with 1.9M reactions from patents (1976-2016). Given the product [C:1]([C:3]([C:11]1[S:12][C:13]([C:16]#[N:17])=[CH:14][CH:15]=1)([CH:8]([CH3:10])[CH3:9])[CH2:4][CH2:5][CH2:6][N:31]1[CH2:32][CH2:33][N:28]([CH2:27][CH2:26][O:25][C:21]2[CH:22]=[N:23][CH:24]=[C:19]([Cl:18])[CH:20]=2)[CH2:29][CH2:30]1)#[N:2], predict the reactants needed to synthesize it. The reactants are: [C:1]([C:3]([C:11]1[S:12][C:13]([C:16]#[N:17])=[CH:14][CH:15]=1)([CH:8]([CH3:10])[CH3:9])[CH2:4][CH2:5][CH2:6]I)#[N:2].[Cl:18][C:19]1[CH:20]=[C:21]([O:25][CH2:26][CH2:27][N:28]2[CH2:33][CH2:32][NH:31][CH2:30][CH2:29]2)[CH:22]=[N:23][CH:24]=1.